From a dataset of Forward reaction prediction with 1.9M reactions from USPTO patents (1976-2016). Predict the product of the given reaction. The product is: [NH2:21][C:2]1[CH:16]=[CH:15][C:5]([CH:6]([C:8]2[CH:13]=[C:12]([CH3:14])[CH:11]=[CH:10][N:9]=2)[OH:7])=[C:4]([C:17]([F:20])([F:19])[F:18])[CH:3]=1. Given the reactants F[C:2]1[CH:16]=[CH:15][C:5]([C:6]([C:8]2[CH:13]=[C:12]([CH3:14])[CH:11]=[CH:10][N:9]=2)=[O:7])=[C:4]([C:17]([F:20])([F:19])[F:18])[CH:3]=1.[N-:21]=[N+]=[N-].[Na+].O, predict the reaction product.